From a dataset of Forward reaction prediction with 1.9M reactions from USPTO patents (1976-2016). Predict the product of the given reaction. (1) Given the reactants [CH2:1]([N:4]1[C:16]2[CH:15]=[CH:14][CH:13]=[CH:12][C:11]=2[C:10]2[C:5]1=[CH:6][CH:7]=[CH:8][CH:9]=2)[C:2]#[CH:3].O.[OH-].[Na+].[I:20]I, predict the reaction product. The product is: [I:20][C:3]#[C:2][CH2:1][N:4]1[C:16]2[CH:15]=[CH:14][CH:13]=[CH:12][C:11]=2[C:10]2[C:5]1=[CH:6][CH:7]=[CH:8][CH:9]=2. (2) Given the reactants [C:1]1([O:7][CH3:8])[CH:6]=[CH:5][CH:4]=[CH:3][CH:2]=1.[C:9]1([C:15]2[CH2:20][CH2:19][CH2:18][CH2:17][CH:16]=2)[CH:14]=[CH:13][CH:12]=[CH:11][CH:10]=1.CCCCCCC.C(OCC)(=O)C, predict the reaction product. The product is: [CH3:8][O:7][C:1]1[CH:6]=[CH:5][C:4]([C:15]2([C:9]3[CH:10]=[CH:11][CH:12]=[CH:13][CH:14]=3)[CH2:16][CH2:17][CH2:18][CH2:19][CH2:20]2)=[CH:3][CH:2]=1. (3) Given the reactants C(C1N2C(=CC(=O)C(C(OCC)=O)=C2)C2C=C(OC)C(OCC=C(F)F)=CC=2C1)(C)(C)C.[C:33]([CH:37]1[N:46]2[C:41](=[CH:42][C:43](=[O:52])[C:44]([C:47]([O:49]CC)=[O:48])=[CH:45]2)[C:40]2[CH:53]=[C:54]([O:63][CH3:64])[C:55]([O:57][C:58]([F:62])([F:61])[CH:59]=[CH2:60])=[CH:56][C:39]=2[CH2:38]1)([CH3:36])([CH3:35])[CH3:34].O[Li].O.Cl, predict the reaction product. The product is: [C:33]([CH:37]1[N:46]2[C:41](=[CH:42][C:43](=[O:52])[C:44]([C:47]([OH:49])=[O:48])=[CH:45]2)[C:40]2[CH:53]=[C:54]([O:63][CH3:64])[C:55]([O:57][C:58]([F:62])([F:61])[CH:59]=[CH2:60])=[CH:56][C:39]=2[CH2:38]1)([CH3:34])([CH3:35])[CH3:36]. (4) Given the reactants Cl[C:2]1[N:7]=[CH:6][C:5]([C:8]#[C:9][C:10]2[N:11]=[C:12]([CH3:15])[S:13][CH:14]=2)=[CH:4][N:3]=1.[CH3:16][CH:17]1[CH2:21][CH2:20][CH2:19][NH:18]1, predict the reaction product. The product is: [CH3:16][CH:17]1[CH2:21][CH2:20][CH2:19][N:18]1[C:2]1[N:7]=[CH:6][C:5]([C:8]#[C:9][C:10]2[N:11]=[C:12]([CH3:15])[S:13][CH:14]=2)=[CH:4][N:3]=1. (5) Given the reactants [F:1][C:2]1[CH:16]=[CH:15][CH:14]=[C:13]([F:17])[C:3]=1[CH2:4][O:5][C:6]1[C:7]([NH2:12])=[N:8][CH:9]=[CH:10][CH:11]=1.Cl[CH2:19][C:20]([CH3:22])=O, predict the reaction product. The product is: [F:1][C:2]1[CH:16]=[CH:15][CH:14]=[C:13]([F:17])[C:3]=1[CH2:4][O:5][C:6]1[C:7]2[N:8]([CH:19]=[C:20]([CH3:22])[N:12]=2)[CH:9]=[CH:10][CH:11]=1. (6) Given the reactants [N:1]([O-])=O.[Na+].Cl.[Al].[Cl:7][C:8]1[CH:9]=[C:10]2[C:14](=[CH:15][CH:16]=1)[NH:13]C=C2.[O:17]1[CH2:22][CH2:21]OCC1, predict the reaction product. The product is: [Cl:7][C:8]1[CH:9]=[C:10]2[C:14](=[CH:15][CH:16]=1)[NH:13][N:1]=[C:21]2[CH:22]=[O:17]. (7) Given the reactants [C:1]([C:4]1[CH:5]=[C:6]([I:32])[C:7]([C:15]2[CH:24]=[CH:23][CH:22]=[C:21]3[C:16]=2[CH2:17][CH2:18][N:19]([C:25]([O:27]C(C)(C)C)=O)[CH2:20]3)=[C:8]2[C:12]=1[NH:11][C:10]([CH3:13])=[C:9]2[CH3:14])(=[O:3])[NH2:2].F[C:34](F)(F)[C:35](O)=O.CCN(C(C)C)C(C)C.C(Cl)(=O)C=C, predict the reaction product. The product is: [C:25]([N:19]1[CH2:18][CH2:17][C:16]2[C:21](=[CH:22][CH:23]=[CH:24][C:15]=2[C:7]2[C:6]([I:32])=[CH:5][C:4]([C:1]([NH2:2])=[O:3])=[C:12]3[C:8]=2[C:9]([CH3:14])=[C:10]([CH3:13])[NH:11]3)[CH2:20]1)(=[O:27])[CH:34]=[CH2:35]. (8) Given the reactants [Cl:1][C:2]1[CH:3]=[C:4]2[C:9](=[C:10]([Cl:12])[CH:11]=1)[CH2:8][N:7]([CH3:13])[CH2:6][CH:5]2[C:14]1[CH:15]=[C:16]([CH:22]=[CH:23][CH:24]=1)[C:17]([O:19]CC)=[O:18].[OH-].[K+], predict the reaction product. The product is: [Cl:1][C:2]1[CH:3]=[C:4]2[C:9](=[C:10]([Cl:12])[CH:11]=1)[CH2:8][N:7]([CH3:13])[CH2:6][CH:5]2[C:14]1[CH:15]=[C:16]([CH:22]=[CH:23][CH:24]=1)[C:17]([OH:19])=[O:18]. (9) Given the reactants [F:1][C:2]1[CH:3]=[CH:4][C:5]([OH:18])=[C:6]([C:8](=[O:17])[CH2:9][C:10]2[CH:15]=[CH:14][CH:13]=[C:12]([F:16])[CH:11]=2)[CH:7]=1.[C:19]([O-])(=O)[CH3:20].[Na+], predict the reaction product. The product is: [F:1][C:2]1[CH:7]=[C:6]2[C:5](=[CH:4][CH:3]=1)[O:18][C:19]([CH3:20])=[C:9]([C:10]1[CH:15]=[CH:14][CH:13]=[C:12]([F:16])[CH:11]=1)[C:8]2=[O:17].